Dataset: Peptide-MHC class I binding affinity with 185,985 pairs from IEDB/IMGT. Task: Regression. Given a peptide amino acid sequence and an MHC pseudo amino acid sequence, predict their binding affinity value. This is MHC class I binding data. (1) The peptide sequence is KIQLFSDFTI. The MHC is HLA-A02:06 with pseudo-sequence HLA-A02:06. The binding affinity (normalized) is 0. (2) The peptide sequence is ARWLASTPL. The MHC is HLA-B08:02 with pseudo-sequence HLA-B08:02. The binding affinity (normalized) is 0.0847.